From a dataset of Experimentally validated miRNA-target interactions with 360,000+ pairs, plus equal number of negative samples. Binary Classification. Given a miRNA mature sequence and a target amino acid sequence, predict their likelihood of interaction. (1) The miRNA is mmu-miR-7115-3p with sequence ACUUGGUCCCCUGCCCCCACAG. The protein sequence of the target gene is MSAATQSPMMQMASGNGASDRDPLPPGWEIKIDPQTGWPFFVDHNSRTTTWNDPRVPPEGPKDTASSANGPSRDGSRLLPIREGHPIYPQLRPGYIPIPVLHEGSENRQPHLFHAYSQPGVQRFRTEAAAATPQRSQSPLRGGMTEAAQTDKQCGQMPATATTAAAQPPTAHGPERSQSPAASDCSSSSSSASLPSSGRSSLGSHQLPRGYIPIPVIHEQNITRPAAQPSFHQAQKTHYPAQQGEYQPQQPVYHKIQGDDWEPRPLRAASPFRSPVRGASSREGSPARSGTPVHCPSPIR.... Result: 0 (no interaction). (2) The miRNA is cel-miR-37-3p with sequence UCACCGGGUGAACACUUGCAGU. The protein sequence of the target gene is MSRQLSRARPATVLGAMEMGRRMDAPTSAAVTRAFLERGHTEIDTAFLYSDGQSETILGGLGLRMGSSDCRVKIATKANPWIGNSLKPDSVRSQLETSLKRLQCPRVDLFYLHAPDHSAPVEETLRACHQLHQEGKFVELGLSNYAAWEVAEICTLCKSNGWILPTVYQGMYSATTRQVETELFPCLRHFGLRFYAYNPLAGGLLTGKYKYEDKDGKQPVGRFFGTQWAEIYRNHFWKEHHFEGIALVEKALQAAYGASAPSMTSAALRWMYHHSQLQGAHGDAVILGMSSLEQLEQNLA.... Result: 0 (no interaction). (3) The miRNA is cel-miR-357-3p with sequence AAAUGCCAGUCGUUGCAGGAGU. The protein sequence of the target gene is MLRGRSLSVTSLGGLPQWEVEELPVEELLLFEVAWEVTNKVGGIYTVIQTKAKTTADEWGENYFLIGPYFEHNMKTQVEQCEPVNDAVRRAVDAMNKHGCQVHFGRWLIEGSPYVVLFDIGYSAWNLDRWKGDLWEACSVGIPYHDREANDMLIFGSLTAWFLKEVTDHADGKYVVAQFHEWQAGIGLILSRARKLPIATIFTTHATLLGRYLCAANIDFYNHLDKFNIDKEAGERQIYHRYCMERASVHCAHVFTTVSEITAIEAEHMLKRKPDVVTPNGLNVKKFSAVHEFQNLHAMY.... Result: 0 (no interaction). (4) The miRNA is hsa-miR-4664-3p with sequence CUUCCGGUCUGUGAGCCCCGUC. The protein sequence of the target gene is MMSLTVLSPPQRFKRILQAMMLAVAVVYMTLLLYQSAYGYPGIQVPHSQVDALASEAVTTHRDQLLQDYVQSSTPTQPGAGAPAASPTTVIIRKDIRSFNFSDIEVSERPTATLLTELARRSRNGELLRDLSQRAVTATPQPPVTELDDIFISVKTTKNYHDTRLALIIKTWFQLARDQTWFFTDTDDHYYQEKTKGHLINTKCSQGHFRKALCCKMSAELDVFLESGKKWFCHFDDDNYVNVPRLVKLLDEYSPSVDWYLGKPSISSPLEIHLDSKNTTTNKKITFWFATGGAGFCLSR.... Result: 0 (no interaction). (5) The miRNA is hsa-miR-550a-3-5p with sequence AGUGCCUGAGGGAGUAAGAG. The protein sequence of the target gene is MEDSSTDTEKEEEEEKDEKDQEPIYAIVPTINIQDERFVDLSETPAFIFLHELHAMGKLPGTRMAALKAKYTLLHDAVMSTQESEVQLLQNAKRFTEQIQQQQFHLQQADNFPEAFSTEVSKMREQLLKYQNEYNAVKEREFHNQYRLNSLKEEKIIIVKEFEKITKPGEMEKKMKILRESTEELRKEIMQKKLEIKNLREDLASKQKQLLKEQKELEELLGHQVVLKDEVAHHQTIPVQIGKEIEKITRKKVEMEKKKIVLEQEVKTLNDSLKKVENKVSAIVDEKENVIKEVEGKRAL.... Result: 0 (no interaction). (6) The miRNA is hsa-miR-6504-5p with sequence UCUGGCUGUGCUGUAAUGCAG. The protein sequence of the target gene is MDYKAIAQQTAEQVLAYNQDLSGWKLIKSSKKVTVSSKTSRIFHGNLYRVEGIIPESAAHLSDFLFKHDHRVSWDKSLKGFNVIHKIDSDTLICHTITQSFAMGSISPRDFIDLVHIKHYERNVDIISTKSVDFPGYAPTSTYIRGFNHPSGYVCSPLKENPAYSKLVIFVQTEMKGKLPASVIEKSMPSNLVSFLLNVKDGVKTYRIPPIRARHSSHSSVHKKKEGHSAIKP. Result: 0 (no interaction). (7) The miRNA is mmu-miR-145b with sequence GUCCAGUUUUCCCAGGAGACU. The protein sequence of the target gene is MKQALVDDTEDVSLDFGNEEELAFRKAKIRHPLATFFHLFFRVSAIVTYVSCDWFSKSFVGCFVMVLLLLSLDFWSVKNVTGRLLVGLRWWNQIDEDGKSHWIFEARKVSPNSIAATEAEARIFWLGLIICPMIWIVFFFSTLFSLKLKWLALVVAGISLQAANLYGYILCKMGGNSDIGKVTASFLSQTVFQTACPGDFQKPGLEGLEIHQH. Result: 0 (no interaction). (8) The miRNA is mmu-miR-3470a with sequence UCACUUUGUAGACCAGGCUGG. The protein sequence of the target gene is MNLEPPKAEFRSATRVAGGPVTPRKGPPKFKQRQTRQFKSKPPKKGVQGFGDDIPGMEGLGTDITVICPWEAFNHLELHELAQYGII. Result: 0 (no interaction). (9) The miRNA is bta-miR-26a with sequence UUCAAGUAAUCCAGGAUAGGCU. The protein sequence of the target gene is MEASWGSFNAERGWYVSVQQPEEAEAEELSPLLSNELHRQRSPGVSFGLSVFNLMNAIMGSGILGLAYVLANTGVFGFSFLLLTVALLASYSVHLLLSMCIQTAVTSYEDLGLFAFGLPGKLVVAGTIIIQNIGAMSSYLLIIKTELPAAIAEFLTGDYSRYWYLDGQTLLIIICVGIVFPLALLPKIGFLGYTSSLSFFFMMFFALVVIIKKWSIPCPLTLNYVEKGFQISNVTDDCKPKLFHFSKESAYALPTMAFSFLCHTSILPIYCELQSPSKKRMQNVTNTAIALSFLIYFISA.... Result: 0 (no interaction).